This data is from Full USPTO retrosynthesis dataset with 1.9M reactions from patents (1976-2016). The task is: Predict the reactants needed to synthesize the given product. (1) The reactants are: [CH3:1][O:2][CH2:3][CH2:4][NH:5][C:6]1[C:7]([C:12]([O:14][CH3:15])=[O:13])=[N:8][CH:9]=[CH:10][N:11]=1.C1C(=O)N([Br:23])C(=O)C1. Given the product [Br:23][C:9]1[N:8]=[C:7]([C:12]([O:14][CH3:15])=[O:13])[C:6]([NH:5][CH2:4][CH2:3][O:2][CH3:1])=[N:11][CH:10]=1, predict the reactants needed to synthesize it. (2) The reactants are: [Br:1][C:2]1[CH:3]=[C:4]([CH2:10]Br)[C:5]([CH2:8]Br)=[N:6][CH:7]=1.[C:12]([NH2:31])([C:25]1[CH:30]=[CH:29][CH:28]=[CH:27][CH:26]=1)([C:19]1[CH:24]=[CH:23][CH:22]=[CH:21][CH:20]=1)[C:13]1[CH:18]=[CH:17][CH:16]=[CH:15][CH:14]=1.CCN(C(C)C)C(C)C. Given the product [Br:1][C:2]1[CH:3]=[C:4]2[CH2:10][N:31]([C:12]([C:13]3[CH:18]=[CH:17][CH:16]=[CH:15][CH:14]=3)([C:25]3[CH:26]=[CH:27][CH:28]=[CH:29][CH:30]=3)[C:19]3[CH:20]=[CH:21][CH:22]=[CH:23][CH:24]=3)[CH2:8][C:5]2=[N:6][CH:7]=1, predict the reactants needed to synthesize it.